Dataset: Full USPTO retrosynthesis dataset with 1.9M reactions from patents (1976-2016). Task: Predict the reactants needed to synthesize the given product. (1) The reactants are: [CH2:1]([O:3][C:4]([C:6]1([C:9]2[CH:14]=[CH:13][C:12]([C:15]3[CH:20]=[CH:19][C:18]([C:21]4[S:22][C:23]([Cl:29])=[CH:24][C:25]=4C(=O)N)=[CH:17][C:16]=3[NH:30][C:31]([O:33][C:34]([CH3:37])([CH3:36])[CH3:35])=[O:32])=[CH:11][CH:10]=2)[CH2:8][CH2:7]1)=[O:5])[CH3:2].[N:38]1[CH:43]=CC=CC=1.[C:44]1([C@H:50]([OH:52])[CH3:51])[CH:49]=[CH:48][CH:47]=[CH:46][CH:45]=1.FC(F)(F)C(OI(C1C=CC=CC=1)OC(=O)C(F)(F)F)=[O:56]. Given the product [CH2:1]([O:3][C:4]([C:6]1([C:9]2[CH:14]=[CH:13][C:12]([C:15]3[CH:20]=[CH:19][C:18]([C:21]4[S:22][C:23]([Cl:29])=[CH:24][C:25]=4[NH:38][C:43]([O:52][C@@H:50]([C:44]4[CH:49]=[CH:48][CH:47]=[CH:46][CH:45]=4)[CH3:51])=[O:56])=[CH:17][C:16]=3[NH:30][C:31]([O:33][C:34]([CH3:37])([CH3:36])[CH3:35])=[O:32])=[CH:11][CH:10]=2)[CH2:7][CH2:8]1)=[O:5])[CH3:2], predict the reactants needed to synthesize it. (2) The reactants are: [Cl:1][C:2]1[CH:11]=[CH:10][C:9]([F:12])=[C:8]2[C:3]=1[CH:4]=[C:5]([OH:13])[N:6]=[CH:7]2.C(N(CC)CC)C.[S:21](O[S:21]([C:24]([F:27])([F:26])[F:25])(=[O:23])=[O:22])([C:24]([F:27])([F:26])[F:25])(=[O:23])=[O:22].O. Given the product [Cl:1][C:2]1[CH:11]=[CH:10][C:9]([F:12])=[C:8]2[C:3]=1[CH:4]=[C:5]([O:13][S:21]([C:24]([F:27])([F:26])[F:25])(=[O:23])=[O:22])[N:6]=[CH:7]2, predict the reactants needed to synthesize it. (3) Given the product [Cl:1][C:2]1[CH:7]=[CH:6][C:5]([CH:8]2[O:13][CH2:12][CH:11]([OH:14])[CH2:10][CH2:9]2)=[CH:4][CH:3]=1, predict the reactants needed to synthesize it. The reactants are: [Cl:1][C:2]1[CH:7]=[CH:6][C:5]([CH:8]2[O:13][CH2:12][C:11](=[O:14])[CH2:10][CH2:9]2)=[CH:4][CH:3]=1.[BH4-].[Na+]. (4) Given the product [Cl:22][C:17]1[CH:16]=[C:15]([C:10]2([O:13][CH3:14])[CH2:11][CH2:12][NH:8][CH2:9]2)[CH:20]=[CH:19][C:18]=1[F:21], predict the reactants needed to synthesize it. The reactants are: C(OC([N:8]1[CH2:12][CH2:11][C:10]([C:15]2[CH:20]=[CH:19][C:18]([F:21])=[C:17]([Cl:22])[CH:16]=2)([O:13][CH3:14])[CH2:9]1)=O)(C)(C)C.FC(F)(F)C(O)=O. (5) The reactants are: Cl[C:2]1[CH:3]=[C:4]([C:9]2[N:13]3[CH:14]=[CH:15][C:16]([C:19]([OH:22])([CH3:21])[CH3:20])=[C:17]([F:18])[C:12]3=[N:11][CH:10]=2)[CH:5]=[CH:6][C:7]=1[F:8].[N:23]1([C:28]2[CH:33]=[CH:32][CH:31]=[CH:30][C:29]=2B(O)O)[CH:27]=[CH:26][CH:25]=[N:24]1. Given the product [F:18][C:17]1[C:12]2[N:13]([C:9]([C:4]3[CH:5]=[CH:6][C:7]([F:8])=[C:2]([C:29]4[CH:30]=[CH:31][CH:32]=[CH:33][C:28]=4[N:23]4[CH:27]=[CH:26][CH:25]=[N:24]4)[CH:3]=3)=[CH:10][N:11]=2)[CH:14]=[CH:15][C:16]=1[C:19]([OH:22])([CH3:21])[CH3:20], predict the reactants needed to synthesize it. (6) Given the product [F:27][C:16]1[C:15]([CH2:14][CH:13]([OH:28])[CH2:12][N:29]2[CH2:30][CH2:31][CH:32]([NH:35][C:36](=[O:42])[O:37][C:38]([CH3:40])([CH3:39])[CH3:41])[CH2:33][CH2:34]2)=[C:24]2[C:19]([CH:20]=[CH:21][C:22]([O:25][CH3:26])=[N:23]2)=[CH:18][CH:17]=1, predict the reactants needed to synthesize it. The reactants are: CC1C=CC(S(O[CH2:12][CH:13]([OH:28])[CH2:14][C:15]2[C:16]([F:27])=[CH:17][CH:18]=[C:19]3[C:24]=2[N:23]=[C:22]([O:25][CH3:26])[CH:21]=[CH:20]3)(=O)=O)=CC=1.[NH:29]1[CH2:34][CH2:33][CH:32]([NH:35][C:36](=[O:42])[O:37][C:38]([CH3:41])([CH3:40])[CH3:39])[CH2:31][CH2:30]1.P([O-])([O-])(O)=O.[Na+].[Na+].C(=O)(O)[O-].[Na+]. (7) Given the product [CH3:9][O:8][C:1](=[O:7])/[CH:2]=[CH:3]\[C:4]([Cl:13])=[O:5], predict the reactants needed to synthesize it. The reactants are: [C:1]([O:8][CH3:9])(=[O:7])/[CH:2]=[CH:3]\[C:4]([O-])=[O:5].C(Cl)(=O)C([Cl:13])=O. (8) Given the product [F:34][C:2]([F:1])([F:33])[C:3]1[CH:28]=[C:27]([C:29]([F:30])([F:32])[F:31])[CH:26]=[CH:25][C:4]=1[CH2:5][N:6]1[C:14]2[C:9](=[CH:10][C:11]([CH:15]=[C:16]3[S:20][C:19]([N:39]4[CH2:40][CH2:41][C:36]([OH:35])([C:42]([OH:44])=[O:43])[CH2:37][CH2:38]4)=[N:18][C:17]3=[O:24])=[CH:12][CH:13]=2)[CH:8]=[N:7]1, predict the reactants needed to synthesize it. The reactants are: [F:1][C:2]([F:34])([F:33])[C:3]1[CH:28]=[C:27]([C:29]([F:32])([F:31])[F:30])[CH:26]=[CH:25][C:4]=1[CH2:5][N:6]1[C:14]2[C:9](=[CH:10][C:11]([CH:15]=[C:16]3[S:20][C:19](SCC)=[N:18][C:17]3=[O:24])=[CH:12][CH:13]=2)[CH:8]=[N:7]1.[OH:35][C:36]1([C:42]([OH:44])=[O:43])[CH2:41][CH2:40][NH:39][CH2:38][CH2:37]1. (9) Given the product [Cl:1][C:2]1[CH:8]=[CH:7][C:5]2[NH:6][C:14](=[O:15])[N:10]3[CH:11]=[CH:12][CH:13]=[C:9]3[C:4]=2[CH:3]=1, predict the reactants needed to synthesize it. The reactants are: [Cl:1][C:2]1[CH:8]=[CH:7][C:5]([NH2:6])=[C:4]([C:9]2[NH:10][CH:11]=[CH:12][CH:13]=2)[CH:3]=1.[C:14]([O-])([O-])=[O:15].[K+].[K+].ClC(Cl)(OC(=O)OC(Cl)(Cl)Cl)Cl.C1COCC1. (10) Given the product [CH3:9][S:8][C:4]1[N:3]=[C:2]([CH2:1][C:21]([C:22]2[CH:27]=[CH:26][CH:25]=[C:24]([C:28]([F:29])([F:30])[F:31])[CH:23]=2)=[O:32])[CH:7]=[CH:6][N:5]=1, predict the reactants needed to synthesize it. The reactants are: [CH3:1][C:2]1[CH:7]=[CH:6][N:5]=[C:4]([S:8][CH3:9])[N:3]=1.[Li+].CC([N-]C(C)C)C.CON(C)[C:21](=[O:32])[C:22]1[CH:27]=[CH:26][CH:25]=[C:24]([C:28]([F:31])([F:30])[F:29])[CH:23]=1.C(=O)(O)[O-].[Na+].